This data is from Forward reaction prediction with 1.9M reactions from USPTO patents (1976-2016). The task is: Predict the product of the given reaction. (1) Given the reactants P(Cl)(Cl)(OC)=O.[CH3:7][O:8][C:9]1[N:14]=[C:13](/[CH:15]=[CH:16]/[C:17]([NH2:19])=O)[CH:12]=[CH:11][C:10]=1[N:20]1[CH:24]=[C:23]([CH3:25])[N:22]=[CH:21]1.C1CCN2C(=NCCC2)CC1.C(=O)(O)[O-].[Na+], predict the reaction product. The product is: [CH3:7][O:8][C:9]1[N:14]=[C:13](/[CH:15]=[CH:16]/[C:17]#[N:19])[CH:12]=[CH:11][C:10]=1[N:20]1[CH:24]=[C:23]([CH3:25])[N:22]=[CH:21]1. (2) Given the reactants ClC(O[C:6](=[O:12])OC(Cl)(Cl)Cl)(Cl)Cl.[F:13][C:14]([F:23])([F:22])[C:15]1[N:20]=[C:19]([NH2:21])[CH:18]=[CH:17][CH:16]=1.C(N(CC)CC)C.[Br:31][C:32]1[CH:33]=[C:34]2[C:39](=[CH:40][CH:41]=1)[N:38]=[CH:37][CH:36]=[C:35]2[NH2:42], predict the reaction product. The product is: [Br:31][C:32]1[CH:33]=[C:34]2[C:39](=[CH:40][CH:41]=1)[N:38]=[CH:37][CH:36]=[C:35]2[NH:42][C:6]([NH:21][C:19]1[CH:18]=[CH:17][CH:16]=[C:15]([C:14]([F:13])([F:22])[F:23])[N:20]=1)=[O:12]. (3) Given the reactants C([N:9]1[CH:18]=[CH:17][C:16]2[C:11](=[CH:12][CH:13]=[CH:14][CH:15]=2)[CH:10]1[C:19]#N)(=O)C1C=CC=CC=1.[H-].[Na+].C=[O:24].[OH-].[Na+], predict the reaction product. The product is: [OH:24][CH2:19][C:10]1[C:11]2[C:16](=[CH:15][CH:14]=[CH:13][CH:12]=2)[CH:17]=[CH:18][N:9]=1. (4) Given the reactants N[C:2]1[CH:11]=[C:10]([F:12])[C:9]([CH3:13])=[CH:8][C:3]=1[C:4]([O:6][CH3:7])=[O:5].N([O-])=O.[Na+].C(OCC)(=O)C.[BrH:24], predict the reaction product. The product is: [Br:24][C:2]1[CH:11]=[C:10]([F:12])[C:9]([CH3:13])=[CH:8][C:3]=1[C:4]([O:6][CH3:7])=[O:5]. (5) The product is: [Cl:19][C:20]1[C:25]([Cl:26])=[C:24]([F:27])[CH:23]=[CH:22][C:21]=1[N:28]1[CH2:29][CH2:30][N:31]([CH2:2][CH2:3][CH2:4][CH2:5][O:6][C:7]2[CH:8]=[CH:9][C:10]3[CH2:16][CH2:15][NH:14][C:13](=[O:17])[NH:12][C:11]=3[CH:18]=2)[CH2:32][CH2:33]1. Given the reactants Cl[CH2:2][CH2:3][CH2:4][CH2:5][O:6][C:7]1[CH:8]=[CH:9][C:10]2[CH2:16][CH2:15][NH:14][C:13](=[O:17])[NH:12][C:11]=2[CH:18]=1.[Cl:19][C:20]1[C:25]([Cl:26])=[C:24]([F:27])[CH:23]=[CH:22][C:21]=1[N:28]1[CH2:33][CH2:32][NH:31][CH2:30][CH2:29]1.C(=O)([O-])[O-].[K+].[K+], predict the reaction product. (6) Given the reactants [N+:1]([O-:4])(O)=[O:2].[Cl:5][C:6]1[CH:7]=[C:8]([N:22]2[C:27](=[O:28])[NH:26][C:25](=[O:29])[CH:24]=[N:23]2)[CH:9]=[C:10]([Cl:21])[C:11]=1[O:12][C:13]1[CH:18]=[CH:17][C:16]([O:19][CH3:20])=[CH:15][CH:14]=1.O, predict the reaction product. The product is: [Cl:5][C:6]1[CH:7]=[C:8]([N:22]2[C:27](=[O:28])[NH:26][C:25](=[O:29])[CH:24]=[N:23]2)[CH:9]=[C:10]([Cl:21])[C:11]=1[O:12][C:13]1[CH:18]=[CH:17][C:16]([O:19][CH3:20])=[C:15]([N+:1]([O-:4])=[O:2])[CH:14]=1. (7) Given the reactants [OH:1][C:2]12[CH2:11][CH:6]3[CH2:7][CH:8]([CH2:10][CH:4]([CH:5]3[NH:12][C:13]([N:15]3[CH2:20][CH2:19][CH2:18][C@H:17]([CH3:21])[CH2:16]3)=[O:14])[CH2:3]1)[CH2:9]2.[C:22](Cl)(=[O:24])[CH3:23].N1C=CC=CC=1.C([O-])(O)=O.[Na+], predict the reaction product. The product is: [CH3:21][C@H:17]1[CH2:18][CH2:19][CH2:20][N:15]([C:13]([NH:12][CH:5]2[CH:4]3[CH2:3][C:2]4([O:1][C:22](=[O:24])[CH3:23])[CH2:9][CH:8]([CH2:7][CH:6]2[CH2:11]4)[CH2:10]3)=[O:14])[CH2:16]1.